From a dataset of hERG Central: cardiac toxicity at 1µM, 10µM, and general inhibition. Predict hERG channel inhibition at various concentrations. The drug is CN1CCc2c(n(CC(O)CNCc3ccccc3)c3ccccc23)C1=O.Cl. Results: hERG_inhib (hERG inhibition (general)): blocker.